From a dataset of Reaction yield outcomes from USPTO patents with 853,638 reactions. Predict the reaction yield, written as a fraction of the theoretical maximum amount of product (1.0 means a 100% yield; for example, 0.34 means a 34% yield). (1) The reactants are C(OC([N:8]1[CH2:11][CH2:10][C@H:9]1[CH2:12][NH:13][C:14]([C:16]1[CH:17]=[CH:18][CH:19]=[C:20]2[O:24][CH:23]=[CH:22][C:21]=12)=[O:15])=O)(C)(C)C.[ClH:25]. The catalyst is CC(O)C. The product is [ClH:25].[NH:8]1[CH2:11][CH2:10][C@H:9]1[CH2:12][NH:13][C:14]([C:16]1[CH:17]=[CH:18][CH:19]=[C:20]2[O:24][CH:23]=[CH:22][C:21]=12)=[O:15]. The yield is 0.850. (2) The reactants are [CH:1]([N:4]1[C:12]2[CH:11]=[CH:10][N:9]=[CH:8][C:7]=2[C:6]([C:13]([OH:15])=O)=[N:5]1)([CH3:3])[CH3:2].Cl.[CH3:17][O:18][NH:19][CH3:20].CN(C(ON1N=NC2C=CC=CC1=2)=[N+](C)C)C.F[P-](F)(F)(F)(F)F.C(N(CC)CC)C. The catalyst is C(Cl)Cl.O. The product is [CH:1]([N:4]1[C:12]2[CH:11]=[CH:10][N:9]=[CH:8][C:7]=2[C:6]([C:13]([N:19]([O:18][CH3:17])[CH3:20])=[O:15])=[N:5]1)([CH3:2])[CH3:3]. The yield is 0.640. (3) The reactants are [NH2:1][CH2:2][C@:3]1([C:8]2[CH:13]=[CH:12][C:11]([Cl:14])=[C:10]([Cl:15])[CH:9]=2)[CH2:5][C@@H:4]1[CH2:6]O.NO.S(Cl)(Cl)=O.[OH-].[Na+]. The catalyst is C(OC(C)C)(=O)C. The product is [Cl:15][C:10]1[CH:9]=[C:8]([C@@:3]23[CH2:5][C@@H:4]2[CH2:6][NH:1][CH2:2]3)[CH:13]=[CH:12][C:11]=1[Cl:14]. The yield is 0.420. (4) The reactants are Br[C:2]1[C:7](=[O:8])[N:6]([CH2:9][C:10]2[CH:15]=[CH:14][C:13]([C:16]3[C:17]([C:22]#[N:23])=[CH:18][CH:19]=[CH:20][CH:21]=3)=[CH:12][CH:11]=2)[C:5]([O:24][CH2:25][CH3:26])=[N:4][C:3]=1[CH3:27].[C:28]1(B(O)O)[CH:33]=[CH:32][CH:31]=[CH:30][CH:29]=1.C(=O)([O-])[O-].[Cs+].[Cs+]. The yield is 0.780. The product is [CH2:25]([O:24][C:5]1[N:6]([CH2:9][C:10]2[CH:15]=[CH:14][C:13]([C:16]3[C:17]([C:22]#[N:23])=[CH:18][CH:19]=[CH:20][CH:21]=3)=[CH:12][CH:11]=2)[C:7](=[O:8])[C:2]([C:28]2[CH:33]=[CH:32][CH:31]=[CH:30][CH:29]=2)=[C:3]([CH3:27])[N:4]=1)[CH3:26]. The catalyst is O1CCOCC1.C(OCC)(=O)C.C1C=CC(P(C2C=CC=CC=2)[C-]2C=CC=C2)=CC=1.C1C=CC(P(C2C=CC=CC=2)[C-]2C=CC=C2)=CC=1.Cl[Pd]Cl.[Fe+2]. (5) The reactants are [NH:1]1[C:5]2[CH:6]=[CH:7][CH:8]=[CH:9][C:4]=2[N:3]=[C:2]1[CH2:10][NH:11][CH:12]1[C:21]2[N:20]=[CH:19][CH:18]=[CH:17][C:16]=2[CH2:15][CH2:14][CH2:13]1.C=O.[C:24](O)(=O)C.[BH-](OC(C)=O)(OC(C)=O)OC(C)=O.[Na+].C([O-])([O-])=O.[Na+].[Na+]. The catalyst is ClCCCl.ClCCl. The product is [NH:1]1[C:5]2[CH:6]=[CH:7][CH:8]=[CH:9][C:4]=2[N:3]=[C:2]1[CH2:10][N:11]([CH3:24])[CH:12]1[C:21]2[N:20]=[CH:19][CH:18]=[CH:17][C:16]=2[CH2:15][CH2:14][CH2:13]1. The yield is 0.820. (6) The reactants are F[C:2]1[CH:10]=[CH:9][C:8]([S:11]([CH3:14])(=[O:13])=[O:12])=[CH:7][C:3]=1[C:4]([OH:6])=[O:5].C(=O)([O-])[O-].[Cs+].[Cs+].[CH3:21][CH:22]([SH:24])[CH3:23].Cl. The catalyst is CN(C)C(=O)C. The product is [CH:22]([S:24][C:2]1[CH:10]=[CH:9][C:8]([S:11]([CH3:14])(=[O:13])=[O:12])=[CH:7][C:3]=1[C:4]([OH:6])=[O:5])([CH3:23])[CH3:21]. The yield is 0.990. (7) The reactants are [F:1][C:2]1[CH:7]=[CH:6][CH:5]=[CH:4][C:3]=1[C:8]1[O:12][C:11]([CH2:13][N:14](C)[C:15](=O)OC(C)(C)C)=[CH:10][C:9]=1[S:23]([C:26]1[CH:31]=[CH:30][CH:29]=[CH:28][CH:27]=1)(=[O:25])=[O:24].C(OCC)(=O)C.[ClH:38]. The catalyst is C(OCC)(=O)C.C(O)C. The product is [ClH:38].[F:1][C:2]1[CH:7]=[CH:6][CH:5]=[CH:4][C:3]=1[C:8]1[O:12][C:11]([CH2:13][NH:14][CH3:15])=[CH:10][C:9]=1[S:23]([C:26]1[CH:31]=[CH:30][CH:29]=[CH:28][CH:27]=1)(=[O:24])=[O:25]. The yield is 0.730.